This data is from Forward reaction prediction with 1.9M reactions from USPTO patents (1976-2016). The task is: Predict the product of the given reaction. (1) Given the reactants Br[C:2]1[C:10]2[N:9]3[CH2:11][CH2:12][NH:13][C:14](=[O:15])[C:8]3=[CH:7][C:6]=2[CH:5]=[C:4]([O:16][C:17]([F:20])([F:19])[F:18])[CH:3]=1.[CH2:21](B(O)O)[CH:22]([CH3:24])[CH3:23], predict the reaction product. The product is: [CH3:21][CH:22]([CH3:24])[CH2:23][C:2]1[C:10]2[N:9]3[CH2:11][CH2:12][NH:13][C:14](=[O:15])[C:8]3=[CH:7][C:6]=2[CH:5]=[C:4]([O:16][C:17]([F:20])([F:19])[F:18])[CH:3]=1. (2) Given the reactants I[C:2]1[CH:3]=[CH:4][C:5]2[N:6]([CH:8]=[C:9]([NH:11][C:12]([CH:14]3[CH2:16][CH2:15]3)=[O:13])[N:10]=2)[N:7]=1.[NH:17]1[C:25]2[CH:24]=[CH:23][CH:22]=[C:21]([OH:26])[C:20]=2[CH:19]=[CH:18]1.C(=O)([O-])[O-].[K+].[K+], predict the reaction product. The product is: [NH:17]1[C:25]2[C:20](=[C:21]([O:26][C:2]3[CH:3]=[CH:4][C:5]4[N:6]([CH:8]=[C:9]([NH:11][C:12]([CH:14]5[CH2:16][CH2:15]5)=[O:13])[N:10]=4)[N:7]=3)[CH:22]=[CH:23][CH:24]=2)[CH:19]=[CH:18]1. (3) Given the reactants [N+:1]([C:4]1[CH:5]=[C:6]([CH:10]=[C:11]([C:13]([F:16])([F:15])[F:14])[CH:12]=1)[C:7]([OH:9])=[O:8])([O-:3])=[O:2].[C:17](Cl)(=O)C, predict the reaction product. The product is: [N+:1]([C:4]1[CH:5]=[C:6]([CH:10]=[C:11]([C:13]([F:14])([F:15])[F:16])[CH:12]=1)[C:7]([O:9][CH3:17])=[O:8])([O-:3])=[O:2]. (4) Given the reactants [F:1][C:2]1[CH:7]=[CH:6][C:5]([C:8]2[S:12][C:11]([CH:13](O)[CH2:14][CH3:15])=[N:10][N:9]=2)=[CH:4][CH:3]=1.[CH:17]1[N:21]=[CH:20][N:19](C([N:19]2[CH:20]=[N:21][CH:17]=[CH:18]2)=O)[CH:18]=1, predict the reaction product. The product is: [N:19]1([CH:13]([C:11]2[S:12][C:8]([C:5]3[CH:6]=[CH:7][C:2]([F:1])=[CH:3][CH:4]=3)=[N:9][N:10]=2)[CH2:14][CH3:15])[CH:18]=[CH:17][N:21]=[CH:20]1. (5) Given the reactants [N:1]1[CH:6]=[CH:5][CH:4]=[C:3]([C:7]([O-:9])=[O:8])[CH:2]=1.[OH-].[K+], predict the reaction product. The product is: [N:1]1[CH:6]=[CH:5][CH:4]=[C:3]([C:7]([OH:9])=[O:8])[CH:2]=1. (6) Given the reactants [NH2:1][CH2:2][CH2:3][C:4]1[CH:9]=[CH:8][C:7]([C:10]2[CH:15]=[CH:14][C:13]([CH:16]([CH3:25])[CH2:17][NH:18][S:19]([CH:22]([CH3:24])[CH3:23])(=[O:21])=[O:20])=[CH:12][CH:11]=2)=[CH:6][CH:5]=1.[C:26]1([CH2:32][C:33](Cl)=[O:34])[CH:31]=[CH:30][CH:29]=[CH:28][CH:27]=1, predict the reaction product. The product is: [C:26]1([CH2:32][C:33]([NH:1][CH2:2][CH2:3][C:4]2[CH:5]=[CH:6][C:7]([C:10]3[CH:15]=[CH:14][C:13]([CH:16]([CH3:25])[CH2:17][NH:18][S:19]([CH:22]([CH3:24])[CH3:23])(=[O:21])=[O:20])=[CH:12][CH:11]=3)=[CH:8][CH:9]=2)=[O:34])[CH:31]=[CH:30][CH:29]=[CH:28][CH:27]=1. (7) Given the reactants [Cl:1][C:2]1[CH:3]=[C:4]2[C:9](=[C:10]([N:12]3[CH2:17][CH2:16][C:15](=O)[CH2:14][CH2:13]3)[CH:11]=1)[N:8]=[CH:7][CH:6]=[CH:5]2.[N:19]1([C:25]2[CH:33]=[CH:32][CH:31]=[C:30]3[C:26]=2[CH:27]=[CH:28][NH:29]3)[CH2:24][CH2:23][NH:22][CH2:21][CH2:20]1.C(O[BH-](OC(=O)C)OC(=O)C)(=O)C.[Na+].C(O)(=O)C, predict the reaction product. The product is: [Cl:1][C:2]1[CH:3]=[C:4]2[C:9](=[C:10]([N:12]3[CH2:17][CH2:16][CH:15]([N:22]4[CH2:23][CH2:24][N:19]([C:25]5[CH:33]=[CH:32][CH:31]=[C:30]6[C:26]=5[CH:27]=[CH:28][NH:29]6)[CH2:20][CH2:21]4)[CH2:14][CH2:13]3)[CH:11]=1)[N:8]=[CH:7][CH:6]=[CH:5]2. (8) Given the reactants [F:1][C:2]1[CH:7]=[CH:6][C:5]([C:8](=[N:11][NH:12][S:13]([C:16]2[CH:21]=CC(C)=CC=2)(=O)=O)CC)=[CH:4][CH:3]=1.[OH-].[Na+], predict the reaction product. The product is: [F:1][C:2]1[CH:3]=[CH:4][C:5]([C:8]2[N:11]=[N:12][S:13][C:16]=2[CH3:21])=[CH:6][CH:7]=1. (9) Given the reactants C[O:2][C:3]([C@@H:5]1[CH2:9][C@@H:8]([S:10]([C:13]2[CH:18]=[CH:17][CH:16]=[CH:15][C:14]=2[C:19]([F:22])([F:21])[F:20])(=[O:12])=[O:11])[CH2:7][N:6]1[C:23]1[NH:24][N:25]=[C:26]([CH:28]2[CH2:30][CH2:29]2)[CH:27]=1)=[O:4].[OH-].[Li+], predict the reaction product. The product is: [CH:28]1([C:26]2[CH:27]=[C:23]([N:6]3[CH2:7][C@H:8]([S:10]([C:13]4[CH:18]=[CH:17][CH:16]=[CH:15][C:14]=4[C:19]([F:22])([F:20])[F:21])(=[O:12])=[O:11])[CH2:9][C@H:5]3[C:3]([OH:4])=[O:2])[NH:24][N:25]=2)[CH2:29][CH2:30]1. (10) Given the reactants O=S(Cl)Cl.[NH2:5][C@H:6]([C:11]([O:13][CH2:14][C:15]1[CH:20]=[CH:19][CH:18]=[CH:17][CH:16]=1)=[O:12])[CH2:7][C:8]([OH:10])=[O:9].[CH3:21]O, predict the reaction product. The product is: [NH2:5][C@@H:6]([CH2:7][C:8]([O:10][CH3:21])=[O:9])[C:11]([O:13][CH2:14][C:15]1[CH:20]=[CH:19][CH:18]=[CH:17][CH:16]=1)=[O:12].